This data is from NCI-60 drug combinations with 297,098 pairs across 59 cell lines. The task is: Regression. Given two drug SMILES strings and cell line genomic features, predict the synergy score measuring deviation from expected non-interaction effect. (1) Drug 1: C1=CC(=CC=C1C#N)C(C2=CC=C(C=C2)C#N)N3C=NC=N3. Drug 2: CC1C(C(=O)NC(C(=O)N2CCCC2C(=O)N(CC(=O)N(C(C(=O)O1)C(C)C)C)C)C(C)C)NC(=O)C3=C4C(=C(C=C3)C)OC5=C(C(=O)C(=C(C5=N4)C(=O)NC6C(OC(=O)C(N(C(=O)CN(C(=O)C7CCCN7C(=O)C(NC6=O)C(C)C)C)C)C(C)C)C)N)C. Cell line: MCF7. Synergy scores: CSS=-0.349, Synergy_ZIP=2.94, Synergy_Bliss=5.94, Synergy_Loewe=2.05, Synergy_HSA=1.59. (2) Drug 2: C1=CN(C(=O)N=C1N)C2C(C(C(O2)CO)O)O.Cl. Drug 1: C1CN1P(=S)(N2CC2)N3CC3. Cell line: SN12C. Synergy scores: CSS=49.6, Synergy_ZIP=-12.7, Synergy_Bliss=-1.35, Synergy_Loewe=2.45, Synergy_HSA=5.35.